This data is from HIV replication inhibition screening data with 41,000+ compounds from the AIDS Antiviral Screen. The task is: Binary Classification. Given a drug SMILES string, predict its activity (active/inactive) in a high-throughput screening assay against a specified biological target. The compound is Cl.O=C1CC2(CCN(CC3COc4ccccc4O3)CC2)C(=O)N1N1CCCCCC1. The result is 0 (inactive).